From a dataset of Full USPTO retrosynthesis dataset with 1.9M reactions from patents (1976-2016). Predict the reactants needed to synthesize the given product. (1) Given the product [Br:10][C:7]1[CH:8]=[CH:9][C:4]([C:3]([OH:13])=[O:2])=[CH:5][C:6]=1[O:11][CH3:12], predict the reactants needed to synthesize it. The reactants are: C[O:2][C:3](=[O:13])[C:4]1[CH:9]=[CH:8][C:7]([Br:10])=[C:6]([O:11][CH3:12])[CH:5]=1.C1COCC1.CO.[OH-].[Li+].Cl. (2) Given the product [CH3:1][C:2]1[CH:3]=[C:4]([NH:8][C:9]([NH:11][C:12]2[CH:13]=[CH:14][C:15]([O:16][C:17]3[CH:22]=[CH:21][N:20]=[C:19]([C:23]4[NH:27][CH:26]=[C:25]([C:28]([NH:66][CH2:67][CH2:68][CH2:69][N:70]5[CH2:75][CH2:74][O:73][CH2:72][CH2:71]5)=[O:29])[CH:24]=4)[CH:18]=3)=[CH:31][CH:32]=2)=[O:10])[CH:5]=[CH:6][CH:7]=1, predict the reactants needed to synthesize it. The reactants are: [CH3:1][C:2]1[CH:3]=[C:4]([NH:8][C:9]([NH:11][C:12]2[CH:32]=[CH:31][C:15]([O:16][C:17]3[CH:22]=[CH:21][N:20]=[C:19]([C:23]4[NH:27][CH:26]=[C:25]([C:28](O)=[O:29])[CH:24]=4)[CH:18]=3)=[CH:14][CH:13]=2)=[O:10])[CH:5]=[CH:6][CH:7]=1.CN(C(ON1N=NC2C=CC=NC1=2)=[N+](C)C)C.F[P-](F)(F)(F)(F)F.C(N(CC)C(C)C)(C)C.[NH2:66][CH2:67][CH2:68][CH2:69][N:70]1[CH2:75][CH2:74][O:73][CH2:72][CH2:71]1.